Dataset: Reaction yield outcomes from USPTO patents with 853,638 reactions. Task: Predict the reaction yield, written as a fraction of the theoretical maximum amount of product (1.0 means a 100% yield; for example, 0.34 means a 34% yield). (1) The reactants are [CH3:1][C:2]1[CH:6]=[C:5]([CH3:7])[N:4]([C:8]2[N:13]=[C:12]([NH:14][C:15](=[O:17])[CH3:16])[CH:11]=[C:10]([C:18]3[CH:23]=[C:22](O)[CH:21]=[C:20](F)[CH:19]=3)[N:9]=2)[N:3]=1.[OH:26][CH2:27]C1C=C(B(O)O)C=CC=1. No catalyst specified. The product is [CH3:1][C:2]1[CH:6]=[C:5]([CH3:7])[N:4]([C:8]2[N:13]=[C:12]([NH:14][C:15](=[O:17])[CH3:16])[CH:11]=[C:10]([C:18]3[CH:19]=[CH:20][CH:21]=[C:22]([CH2:27][OH:26])[CH:23]=3)[N:9]=2)[N:3]=1. The yield is 0.600. (2) The reactants are [NH2:1][CH2:2][CH2:3][CH2:4][CH2:5][C@H:6]([NH:20][C:21](=[O:27])[O:22][C:23]([CH3:26])([CH3:25])[CH3:24])[CH:7]([OH:19])[C:8](=[O:18])[NH:9][C@@H:10]([C:12]1[CH:17]=[CH:16][CH:15]=[CH:14][CH:13]=1)[CH3:11].C(N(CC)CC)C.[N:35]1([C:41](Cl)=[O:42])[CH2:40][CH2:39][O:38][CH2:37][CH2:36]1. The catalyst is O1CCOCC1. The product is [OH:19][CH:7]([C@@H:6]([NH:20][C:21](=[O:27])[O:22][C:23]([CH3:26])([CH3:25])[CH3:24])[CH2:5][CH2:4][CH2:3][CH2:2][NH:1][C:41]([N:35]1[CH2:40][CH2:39][O:38][CH2:37][CH2:36]1)=[O:42])[C:8](=[O:18])[NH:9][C@@H:10]([C:12]1[CH:17]=[CH:16][CH:15]=[CH:14][CH:13]=1)[CH3:11]. The yield is 0.780. (3) The reactants are [C:1]1([CH3:8])[CH:6]=[CH:5][CH:4]=[C:3]([NH2:7])[CH:2]=1.C([O-])([O-])=O.[K+].[K+].[Na+].[I-].[Cl:17][CH2:18][CH2:19][CH2:20][N:21]1[CH2:31][CH2:30][C:29]2[C:32]3[CH:22]1[CH2:23][CH2:24][C:25]=3[CH:26]=[CH:27][CH:28]=2. The product is [ClH:17].[ClH:17].[CH2:24]1[C:25]2=[C:32]3[C:29](=[CH:28][CH:27]=[CH:26]2)[CH2:30][CH2:31][N:21]([CH2:20][CH2:19][CH2:18][NH:7][C:3]2[CH:2]=[C:1]([CH3:8])[CH:6]=[CH:5][CH:4]=2)[CH:22]3[CH2:23]1. The catalyst is CN(C=O)C. The yield is 0.660. (4) The product is [C:1]([O:4][C:5]1[CH:13]=[CH:12][CH:11]=[CH:10][C:6]=1[C:7]([O:9][CH2:28][CH2:29][CH2:30][NH:31][C:32]([O:33][CH2:34][C:35]1[CH:36]=[CH:37][CH:38]=[CH:39][CH:40]=1)=[O:41])=[O:8])(=[O:3])[CH3:2]. The reactants are [C:1]([O:4][C:5]1[CH:13]=[CH:12][CH:11]=[CH:10][C:6]=1[C:7]([OH:9])=[O:8])(=[O:3])[CH3:2].C(N(CC)CC)C.ClC(OCC)=O.O[CH2:28][CH2:29][CH2:30][NH:31][C:32](=[O:41])[O:33][CH2:34][C:35]1[CH:40]=[CH:39][CH:38]=[CH:37][CH:36]=1. The catalyst is C(Cl)Cl. The yield is 0.540.